Task: Binary Classification. Given a drug SMILES string, predict its activity (active/inactive) in a high-throughput screening assay against a specified biological target.. Dataset: KCNQ2 potassium channel screen with 302,405 compounds (1) The compound is O=C1N(C(=O)C2C1CCCC2)CC(=O)N(CC(C)C)c1c(n(CCCC)c(=O)[nH]c1=O)N. The result is 0 (inactive). (2) The molecule is o1c2c(c(CN3CCN(CC3)C(=O)c3occc3)cc1=O)ccc(c2C)C. The result is 0 (inactive). (3) The result is 0 (inactive). The compound is Clc1c(C(=O)Nc2c(NC(=O)c3c(Cl)cccc3)cccc2)cccc1. (4) The compound is Clc1ccc(NC(=O)N2C(CCC2)c2cc(OC)c(OC)cc2)cc1. The result is 0 (inactive). (5) The compound is S(c1nc(NCc2occc2)c2c(n1)cccc2)C. The result is 0 (inactive). (6) The compound is S(=O)(=O)(N(CCC)CCC)c1ccc(cc1)C(OCCn1c(=O)c2c3c(c(N4CCOCC4)cc2)cccc3c1=O)=O. The result is 0 (inactive). (7) The molecule is S(=O)(=O)(N)c1ccc(CCNC(=O)/C=C\c2c([N+]([O-])=O)cccc2)cc1. The result is 0 (inactive). (8) The drug is O=C(N1CCCc2c1cccc2)Nc1c(CC)cccc1. The result is 0 (inactive).